Dataset: Forward reaction prediction with 1.9M reactions from USPTO patents (1976-2016). Task: Predict the product of the given reaction. (1) Given the reactants [C:1]([O:5][C:6](=[O:13])[NH:7][C@H:8]([C:10](=O)[NH2:11])[CH3:9])([CH3:4])([CH3:3])[CH3:2].F[B-](F)(F)F.C([O+](CC)CC)C.N[C:27]1[C:28]([NH:39][C:40]2[CH:45]=[CH:44][CH:43]=[CH:42][CH:41]=2)=[C:29]([C:35]([F:38])=[CH:36][CH:37]=1)[CH2:30][O:31][C:32](=[O:34])[CH3:33], predict the reaction product. The product is: [C:1]([O:5][C:6]([NH:7][C@H:8]([C:10]1[N:39]([C:40]2[CH:41]=[CH:42][CH:43]=[CH:44][CH:45]=2)[C:28]2[C:29]([CH2:30][O:31][C:32](=[O:34])[CH3:33])=[C:35]([F:38])[CH:36]=[CH:37][C:27]=2[N:11]=1)[CH3:9])=[O:13])([CH3:4])([CH3:3])[CH3:2]. (2) Given the reactants [NH:1]1[CH2:6][CH2:5][CH:4]([N:7]2[CH:11]=[C:10]([C:12]3[CH:17]=[N:16][N:15]4[C:18]([C:21]5[CH:22]=[C:23]([NH:27][C:28]([NH:30][CH2:31][C:32]([F:35])([F:34])[F:33])=[O:29])[CH:24]=[CH:25][CH:26]=5)=[CH:19][N:20]=[C:14]4[CH:13]=3)[CH:9]=[N:8]2)[CH2:3][CH2:2]1.[O:36]1[CH2:40][CH2:39][CH:38]([C:41](O)=[O:42])[CH2:37]1, predict the reaction product. The product is: [O:36]1[CH2:40][CH2:39][CH:38]([C:41]([N:1]2[CH2:6][CH2:5][CH:4]([N:7]3[CH:11]=[C:10]([C:12]4[CH:17]=[N:16][N:15]5[C:18]([C:21]6[CH:22]=[C:23]([NH:27][C:28]([NH:30][CH2:31][C:32]([F:33])([F:35])[F:34])=[O:29])[CH:24]=[CH:25][CH:26]=6)=[CH:19][N:20]=[C:14]5[CH:13]=4)[CH:9]=[N:8]3)[CH2:3][CH2:2]2)=[O:42])[CH2:37]1. (3) Given the reactants [CH3:1][O:2][CH2:3][C@H:4]([OH:6])[CH3:5].[H-].[Na+].[N:9]1[C:16]([Cl:17])=[N:15][C:13](Cl)=[N:12][C:10]=1[Cl:11].O, predict the reaction product. The product is: [Cl:11][C:10]1[N:9]=[C:16]([Cl:17])[N:15]=[C:13]([O:6][C@H:4]([CH3:5])[CH2:3][O:2][CH3:1])[N:12]=1. (4) Given the reactants [Cl:1][C:2]1[CH:7]=[CH:6][CH:5]=[CH:4][C:3]=1[C:8](=O)[CH:9]=[CH:10][C:11]1[CH:16]=[CH:15][CH:14]=[CH:13][C:12]=1O.[OH2:19].[NH2:20][NH2:21].[C:22]([OH:25])(=O)[CH3:23], predict the reaction product. The product is: [C:22]([N:20]1[CH:10]([C:11]2[CH:16]=[C:15]([OH:19])[CH:14]=[CH:13][CH:12]=2)[CH2:9][C:8]([C:3]2[CH:4]=[CH:5][CH:6]=[CH:7][C:2]=2[Cl:1])=[N:21]1)(=[O:25])[CH3:23]. (5) Given the reactants [CH2:1]1[O:3][C@H:2]1[CH2:4][OH:5].[C:6]1([CH3:16])[CH:11]=[CH:10][C:9]([S:12](Cl)(=[O:14])=[O:13])=[CH:8][CH:7]=1, predict the reaction product. The product is: [CH3:16][C:6]1[CH:11]=[CH:10][C:9]([S:12]([O:5][CH2:4][C@H:2]2[CH2:1][O:3]2)(=[O:14])=[O:13])=[CH:8][CH:7]=1.